Dataset: Reaction yield outcomes from USPTO patents with 853,638 reactions. Task: Predict the reaction yield, written as a fraction of the theoretical maximum amount of product (1.0 means a 100% yield; for example, 0.34 means a 34% yield). (1) The reactants are [C:1]([Si:5]([CH3:24])([CH3:23])[O:6][C:7]1[CH:12]=[C:11]([C:13]([CH3:21])([CH3:20])[O:14][SiH2:15][C:16]([CH3:19])([CH3:18])[CH3:17])[CH:10]=[CH:9][C:8]=1[F:22])([CH3:4])([CH3:3])[CH3:2].[Li]C(CC)C.B(OC)(OC)[O:31]C.C(O)(=O)C.OO.O. The catalyst is C1COCC1. The product is [C:1]([Si:5]([CH3:24])([CH3:23])[O:6][C:7]1[C:8]([F:22])=[C:9]([OH:31])[CH:10]=[C:11]([C:13]([CH3:21])([CH3:20])[O:14][SiH2:15][C:16]([CH3:19])([CH3:18])[CH3:17])[CH:12]=1)([CH3:4])([CH3:3])[CH3:2]. The yield is 0.640. (2) The reactants are [C:1]([SiH2:5][O:6][C:7]([CH3:17])([CH3:16])[CH:8]1[CH2:13][CH2:12][CH:11]([CH2:14][OH:15])[CH2:10][CH2:9]1)([CH3:4])([CH3:3])[CH3:2].[S:18](Cl)([C:21]1[CH:27]=[CH:26][C:24]([CH3:25])=[CH:23][CH:22]=1)(=[O:20])=[O:19].N1C=CC=CC=1.CCOCC. The catalyst is C(Cl)(Cl)Cl. The product is [C:1]([SiH2:5][O:6][C:7]([CH3:17])([CH3:16])[CH:8]1[CH2:9][CH2:10][CH:11]([CH2:14][O:15][S:18]([C:21]2[CH:27]=[CH:26][C:24]([CH3:25])=[CH:23][CH:22]=2)(=[O:20])=[O:19])[CH2:12][CH2:13]1)([CH3:4])([CH3:3])[CH3:2]. The yield is 0.830. (3) The reactants are Br[C:2]1[CH:7]=[CH:6][N:5]=[C:4]2[NH:8][C:9]([CH2:11][C:12]([NH:14][C:15]3[CH:20]=[CH:19][CH:18]=[C:17]([O:21][CH3:22])[CH:16]=3)=[O:13])=[CH:10][C:3]=12.[O:23]=[S:24]1(=[O:49])[CH2:29][CH2:28][CH:27]([NH:30][S:31]([C:34]2[CH:39]=[CH:38][C:37](B3OC(C)(C)C(C)(C)O3)=[CH:36][CH:35]=2)(=[O:33])=[O:32])[CH2:26][CH2:25]1.C(=O)([O-])[O-].[Na+].[Na+].O1CCOCC1. The catalyst is [Pd](Cl)Cl.C1(P([C-]2C=CC=C2)C2C=CC=CC=2)C=CC=CC=1.[C-]1(P(C2C=CC=CC=2)C2C=CC=CC=2)C=CC=C1.[Fe+2].O. The product is [O:49]=[S:24]1(=[O:23])[CH2:25][CH2:26][CH:27]([NH:30][S:31]([C:34]2[CH:35]=[CH:36][C:37]([C:2]3[CH:7]=[CH:6][N:5]=[C:4]4[NH:8][C:9]([CH2:11][C:12]([NH:14][C:15]5[CH:20]=[CH:19][CH:18]=[C:17]([O:21][CH3:22])[CH:16]=5)=[O:13])=[CH:10][C:3]=34)=[CH:38][CH:39]=2)(=[O:33])=[O:32])[CH2:28][CH2:29]1. The yield is 0.250. (4) The reactants are [CH3:1][O:2][C:3]1[CH:4]=[C:5]2[C:10](=[CH:11][C:12]=1[O:13][CH3:14])[N:9]=[CH:8][CH:7]=[C:6]2[O:15][C:16]1[C:22]([CH3:23])=[CH:21][C:19]([NH2:20])=[C:18]([CH3:24])[CH:17]=1.C1(C)C=CC=CC=1.C(N(CC)CC)C.Cl[C:40](Cl)([O:42]C(=O)OC(Cl)(Cl)Cl)Cl.[F:51][C:52]([F:63])([F:62])[C:53]1[CH:54]=[C:55]([CH:59]=[CH:60][CH:61]=1)[CH:56]([OH:58])[CH3:57]. The catalyst is C(Cl)Cl. The product is [CH3:1][O:2][C:3]1[CH:4]=[C:5]2[C:10](=[CH:11][C:12]=1[O:13][CH3:14])[N:9]=[CH:8][CH:7]=[C:6]2[O:15][C:16]1[C:22]([CH3:23])=[CH:21][C:19]([NH:20][C:40](=[O:42])[O:58][CH:56]([C:55]2[CH:59]=[CH:60][CH:61]=[C:53]([C:52]([F:62])([F:63])[F:51])[CH:54]=2)[CH3:57])=[C:18]([CH3:24])[CH:17]=1. The yield is 0.580.